This data is from Aqueous solubility values for 9,982 compounds from the AqSolDB database. The task is: Regression/Classification. Given a drug SMILES string, predict its absorption, distribution, metabolism, or excretion properties. Task type varies by dataset: regression for continuous measurements (e.g., permeability, clearance, half-life) or binary classification for categorical outcomes (e.g., BBB penetration, CYP inhibition). For this dataset (solubility_aqsoldb), we predict Y. (1) The molecule is C#CC(C)OC(=O)Nc1cccc(Cl)c1. The Y is -2.62 log mol/L. (2) The compound is CCCC(=O)OCSc1ncnc2c1ncn2COC(=O)CCC. The Y is -3.71 log mol/L.